This data is from Reaction yield outcomes from USPTO patents with 853,638 reactions. The task is: Predict the reaction yield, written as a fraction of the theoretical maximum amount of product (1.0 means a 100% yield; for example, 0.34 means a 34% yield). (1) The product is [C:1]([N:4]1[C:13]2[C:8](=[CH:9][C:10]([Br:14])=[C:11]([N+:22]([O-:24])=[O:23])[CH:12]=2)[N:7]([C:15]([O:17][CH:18]([CH3:20])[CH3:19])=[O:16])[CH2:6][C@@H:5]1[CH3:21])(=[O:3])[CH3:2]. The reactants are [C:1]([N:4]1[C:13]2[C:8](=[CH:9][C:10]([Br:14])=[CH:11][CH:12]=2)[N:7]([C:15]([O:17][CH:18]([CH3:20])[CH3:19])=[O:16])[CH2:6][C@@H:5]1[CH3:21])(=[O:3])[CH3:2].[N+:22]([O-])([OH:24])=[O:23]. The yield is 0.990. The catalyst is C(O)(=O)C. (2) The reactants are [CH2:1]1[CH:6]2[CH2:7][C:8]3([NH2:11])[CH2:10][CH:4]([CH2:5]2)[CH2:3][CH:2]1[CH2:9]3.[N:12]1[CH:17]=[CH:16][CH:15]=[CH:14][C:13]=1[C:18]1[N:23]=[CH:22][C:21]([CH:24]=O)=[CH:20][N:19]=1. No catalyst specified. The product is [N:12]1[CH:17]=[CH:16][CH:15]=[CH:14][C:13]=1[C:18]1[N:19]=[CH:20][C:21]([CH2:24][NH:11][C:8]23[CH2:10][CH:4]4[CH2:5][CH:6]([CH2:1][CH:2]([CH2:3]4)[CH2:9]2)[CH2:7]3)=[CH:22][N:23]=1. The yield is 0.710. (3) The reactants are Cl[C:2]1[CH:11]=[N:10][C:9]2[C:4](=[CH:5][CH:6]=[C:7]([CH3:12])[CH:8]=2)[N:3]=1.[CH3:13][O:14][C:15]1[CH:20]=[C:19]([O:21][CH3:22])[CH:18]=[CH:17][C:16]=1[CH2:23][NH2:24].CCOC(C)=O. The catalyst is CS(C)=O. The product is [CH3:13][O:14][C:15]1[CH:20]=[C:19]([O:21][CH3:22])[CH:18]=[CH:17][C:16]=1[CH2:23][NH:24][C:2]1[CH:11]=[N:10][C:9]2[C:4](=[CH:5][CH:6]=[C:7]([CH3:12])[CH:8]=2)[N:3]=1. The yield is 0.960. (4) The reactants are Cl[C:2]1[N:7]=[CH:6][CH:5]=[C:4]([C:8]#[N:9])[N:3]=1.Cl.[C:11]([O:15][C:16](=[O:20])[CH2:17][NH:18][CH3:19])([CH3:14])([CH3:13])[CH3:12].C(N(CC)CC)C.CN(C=O)C. The catalyst is O.C(OCC)(=O)C. The product is [CH3:19][N:18]([CH2:17][C:16]([O:15][C:11]([CH3:14])([CH3:13])[CH3:12])=[O:20])[C:2]1[N:7]=[CH:6][CH:5]=[C:4]([C:8]#[N:9])[N:3]=1. The yield is 0.770. (5) The reactants are Br[C:2]1[N:7]=[C:6]([NH:8][C:9]2[CH:13]=[C:12]([CH:14]3[CH2:16][CH2:15]3)[NH:11][N:10]=2)[C:5]([Cl:17])=[CH:4][N:3]=1.[CH3:18][O:19][CH2:20][CH2:21][NH:22][S:23]([C:26]1[S:27][C:28](B2OC(C)(C)C(C)(C)O2)=[CH:29][CH:30]=1)(=[O:25])=[O:24].C([O-])([O-])=O.[Na+].[Na+]. The catalyst is O1CCOCC1.O.C1C=CC(P(C2C=CC=CC=2)[C-]2C=CC=C2)=CC=1.C1C=CC(P(C2C=CC=CC=2)[C-]2C=CC=C2)=CC=1.Cl[Pd]Cl.[Fe+2]. The product is [Cl:17][C:5]1[C:6]([NH:8][C:9]2[CH:13]=[C:12]([CH:14]3[CH2:16][CH2:15]3)[NH:11][N:10]=2)=[N:7][C:2]([C:28]2[S:27][C:26]([S:23]([NH:22][CH2:21][CH2:20][O:19][CH3:18])(=[O:24])=[O:25])=[CH:30][CH:29]=2)=[N:3][CH:4]=1. The yield is 0.281. (6) The product is [NH2:1][C:2]1[N:7]([CH2:49][CH2:22][O:25][CH2:40][C:41]2[CH:42]=[CH:43][CH:44]=[CH:45][CH:46]=2)[C:6](=[O:8])[CH:5]=[C:4]([CH2:9][CH2:10][C:11]2[CH:16]=[CH:15][CH:14]=[C:13]([C:17]3[O:18][CH:19]=[CH:20][CH:21]=3)[CH:12]=2)[N:3]=1. The yield is 0.160. The reactants are [NH2:1][C:2]1[NH:7][C:6](=[O:8])[CH:5]=[C:4]([CH2:9][CH2:10][C:11]2[CH:16]=[CH:15][CH:14]=[C:13]([C:17]3[O:18][CH:19]=[CH:20][CH:21]=3)[CH:12]=2)[N:3]=1.[C:22]([O-:25])([O-])=O.[K+].[K+].[CH2:40](C(Br)COCC(Br)[CH2:40][C:41]1[CH:46]=[CH:45][CH:44]=[CH:43][CH:42]=1)[C:41]1[CH:46]=[CH:45][CH:44]=[CH:43][CH:42]=1.[CH3:49]N(C=O)C. No catalyst specified. (7) The reactants are Cl[CH2:2][CH2:3][C:4]1[CH:14]=[CH:13][C:7]([C:8]([O:10][CH2:11][CH3:12])=[O:9])=[CH:6][CH:5]=1.[C:15]([O-:18])(=[S:17])[CH3:16].[K+].[Cl-].[NH4+]. The catalyst is C(C(C)=O)C.[I-].[Na+]. The product is [C:15]([S:17][CH2:2][CH2:3][C:4]1[CH:14]=[CH:13][C:7]([C:8]([O:10][CH2:11][CH3:12])=[O:9])=[CH:6][CH:5]=1)(=[O:18])[CH3:16]. The yield is 1.00.